Predict the product of the given reaction. From a dataset of Forward reaction prediction with 1.9M reactions from USPTO patents (1976-2016). (1) Given the reactants [NH2:1][C:2]1[N:3]=[C:4]([NH2:13])[C:5]2[N:11]=[C:10](Cl)[CH:9]=[CH:8][C:6]=2[N:7]=1.C([O-])([O-])=O.[K+].[K+].[CH3:20][O:21][C:22]1[CH:27]=[C:26](B2OC(C)(C)C(C)(C)O2)[CH:25]=[CH:24][C:23]=1[OH:37], predict the reaction product. The product is: [NH2:1][C:2]1[N:3]=[C:4]([NH2:13])[C:5]2[N:11]=[C:10]([C:26]3[CH:25]=[CH:24][C:23]([OH:37])=[C:22]([O:21][CH3:20])[CH:27]=3)[CH:9]=[CH:8][C:6]=2[N:7]=1. (2) Given the reactants [F:1][C:2]([F:26])([F:25])[CH2:3][NH:4][C:5]([C:7]1([CH2:20][CH2:21][CH2:22][CH2:23]Br)[C:19]2[CH:18]=[CH:17][CH:16]=[CH:15][C:14]=2[C:13]2[C:8]1=[CH:9][CH:10]=[CH:11][CH:12]=2)=[O:6].[Cl:27][C:28]1[CH:29]=[CH:30][CH:31]=[C:32]2[C:37]=1[N:36]=[C:35]([N:38]1[CH2:43][CH2:42][NH:41][CH2:40][CH2:39]1)[CH:34]=[CH:33]2, predict the reaction product. The product is: [F:1][C:2]([F:26])([F:25])[CH2:3][NH:4][C:5]([C:7]1([CH2:20][CH2:21][CH2:22][CH2:23][N:41]2[CH2:42][CH2:43][N:38]([C:35]3[CH:34]=[CH:33][C:32]4[C:37](=[C:28]([Cl:27])[CH:29]=[CH:30][CH:31]=4)[N:36]=3)[CH2:39][CH2:40]2)[C:19]2[CH:18]=[CH:17][CH:16]=[CH:15][C:14]=2[C:13]2[C:8]1=[CH:9][CH:10]=[CH:11][CH:12]=2)=[O:6]. (3) The product is: [CH:1]1([CH:7]([NH:24][C:25]2[N:30]=[CH:29][C:28]([C:31]([NH:33][CH2:34][CH2:35][C:36]([OH:38])=[O:37])=[O:32])=[CH:27][CH:26]=2)[C:8]2[CH:9]=[N:10][C:11]([C:14]3[CH:15]=[CH:16][C:17]([C:20]([F:23])([F:21])[F:22])=[CH:18][CH:19]=3)=[N:12][CH:13]=2)[CH2:6][CH2:5][CH2:4][CH2:3][CH2:2]1. Given the reactants [CH:1]1([CH:7]([NH:24][C:25]2[N:30]=[CH:29][C:28]([C:31]([NH:33][CH2:34][CH2:35][C:36]([O:38]CC)=[O:37])=[O:32])=[CH:27][CH:26]=2)[C:8]2[CH:9]=[N:10][C:11]([C:14]3[CH:19]=[CH:18][C:17]([C:20]([F:23])([F:22])[F:21])=[CH:16][CH:15]=3)=[N:12][CH:13]=2)[CH2:6][CH2:5][CH2:4][CH2:3][CH2:2]1.O1CCCC1.[OH-].[Li+], predict the reaction product. (4) Given the reactants C[O:2][C:3](=[O:15])[C:4]1[CH:9]=[C:8]([Cl:10])[C:7]([Cl:11])=[CH:6][C:5]=1[N+:12]([O-:14])=[O:13].[Li+].[OH-].Cl, predict the reaction product. The product is: [Cl:11][C:7]1[C:8]([Cl:10])=[CH:9][C:4]([C:3]([OH:15])=[O:2])=[C:5]([N+:12]([O-:14])=[O:13])[CH:6]=1. (5) Given the reactants [NH2:1][C:2]1[CH:7]=[C:6]([Cl:8])[CH:5]=[CH:4][C:3]=1[SH:9].Br[CH2:11][CH2:12][OH:13].[Cl:14][C:15]1[CH:20]=[CH:19][C:18]([S:21](Cl)(=[O:23])=[O:22])=[CH:17][C:16]=1[C:25]([F:28])([F:27])[F:26], predict the reaction product. The product is: [Cl:14][C:15]1[CH:20]=[CH:19][C:18]([S:21]([NH:1][C:2]2[CH:7]=[C:6]([Cl:8])[CH:5]=[CH:4][C:3]=2[S:9][CH2:11][CH2:12][OH:13])(=[O:22])=[O:23])=[CH:17][C:16]=1[C:25]([F:28])([F:26])[F:27]. (6) Given the reactants [C:1]([OH:13])(=[O:12])[CH2:2][C:3]([CH2:8][C:9]([OH:11])=[O:10])([C:5]([OH:7])=[O:6])[OH:4].[C:14]1([C:20]2[S:24][C:23]([O:25][C@@H:26]3[CH:33]4[CH2:34][N:29]5[CH2:30][CH:31]([CH2:35][CH:27]3[CH2:28]5)[CH2:32]4)=[N:22][N:21]=2)[CH:19]=[CH:18][CH:17]=[CH:16][CH:15]=1, predict the reaction product. The product is: [OH2:4].[C:1]([OH:13])(=[O:12])[CH2:2][C:3]([CH2:8][C:9]([OH:11])=[O:10])([C:5]([OH:7])=[O:6])[OH:4].[C:14]1([C:20]2[S:24][C:23]([O:25][C@@H:26]3[CH:33]4[CH2:34][N:29]5[CH2:30][CH:31]([CH2:35][CH:27]3[CH2:28]5)[CH2:32]4)=[N:22][N:21]=2)[CH:15]=[CH:16][CH:17]=[CH:18][CH:19]=1.